From a dataset of Full USPTO retrosynthesis dataset with 1.9M reactions from patents (1976-2016). Predict the reactants needed to synthesize the given product. (1) Given the product [CH2:12]([C:6]1([CH3:19])[NH:5][C:3](=[O:4])[CH2:2][NH:21][C:7]1=[O:8])[C:13]1[CH:18]=[CH:17][CH:16]=[CH:15][CH:14]=1, predict the reactants needed to synthesize it. The reactants are: Cl[CH2:2][C:3]([NH:5][C:6]([CH3:19])([CH2:12][C:13]1[CH:18]=[CH:17][CH:16]=[CH:15][CH:14]=1)[C:7](OCC)=[O:8])=[O:4].O.[NH3:21]. (2) Given the product [C:12]([O:11][C:9]([N:23]1[CH2:24][CH2:25][CH:20]([CH2:19][CH2:18][C:17]([F:16])([F:32])[C:26]2[CH:31]=[CH:30][CH:29]=[CH:28][CH:27]=2)[CH2:21][CH2:22]1)=[O:10])([CH3:13])([CH3:14])[CH3:15], predict the reactants needed to synthesize it. The reactants are: [C:9](O[C:9]([O:11][C:12]([CH3:15])([CH3:14])[CH3:13])=[O:10])([O:11][C:12]([CH3:15])([CH3:14])[CH3:13])=[O:10].[F:16][C:17]([F:32])([C:26]1[CH:31]=[CH:30][CH:29]=[CH:28][CH:27]=1)[CH2:18][CH2:19][CH:20]1[CH2:25][CH2:24][NH:23][CH2:22][CH2:21]1.C(OCC)(=O)C. (3) The reactants are: [Cl:1][C:2]1[CH:3]=[C:4]([C:9](=[O:11])[CH3:10])[CH:5]=[CH:6][C:7]=1[OH:8].[CH3:12][C:13]1[C:18]([CH2:19]O)=[CH:17][CH:16]=[CH:15][C:14]=1[C:21]1[CH:26]=[CH:25][CH:24]=[CH:23][CH:22]=1.COC1C=C(OCC2C(C)=C(C3C=CC=CC=3)C=CC=2)C=C(OC)C=1C=O. Given the product [Cl:1][C:2]1[CH:3]=[C:4]([C:9](=[O:11])[CH3:10])[CH:5]=[CH:6][C:7]=1[O:8][CH2:19][C:18]1[C:13]([CH3:12])=[C:14]([C:21]2[CH:26]=[CH:25][CH:24]=[CH:23][CH:22]=2)[CH:15]=[CH:16][CH:17]=1, predict the reactants needed to synthesize it. (4) The reactants are: [CH3:1][O:2][C:3]1[CH:4]=[CH:5][C:6]2[NH:12][C:11](=[O:13])[N:10]([CH:14]3[CH2:19][CH2:18][N:17]([C:20]4[N:25]=[CH:24][N:23]=[C:22]([C:26](O)=[O:27])[CH:21]=4)[CH2:16][CH2:15]3)[CH2:9][CH2:8][C:7]=2[CH:29]=1.Cl.[F:31][C:32]1[CH:33]=[C:34]2[C:39](=[CH:40][CH:41]=1)[CH2:38][NH:37][CH2:36][C:35]2([CH3:43])[CH3:42].CN(C(ON1N=NC2C=CC=CC1=2)=[N+](C)C)C.[B-](F)(F)(F)F. Given the product [F:31][C:32]1[CH:33]=[C:34]2[C:39](=[CH:40][CH:41]=1)[CH2:38][N:37]([C:26]([C:22]1[N:23]=[CH:24][N:25]=[C:20]([N:17]3[CH2:18][CH2:19][CH:14]([N:10]4[CH2:9][CH2:8][C:7]5[CH:29]=[C:3]([O:2][CH3:1])[CH:4]=[CH:5][C:6]=5[NH:12][C:11]4=[O:13])[CH2:15][CH2:16]3)[CH:21]=1)=[O:27])[CH2:36][C:35]2([CH3:43])[CH3:42], predict the reactants needed to synthesize it.